This data is from Full USPTO retrosynthesis dataset with 1.9M reactions from patents (1976-2016). The task is: Predict the reactants needed to synthesize the given product. (1) Given the product [BrH:1].[Br:1][CH:5]([C:4](=[O:3])[C:11]1[CH:16]=[CH:15][CH:14]=[CH:13][N:12]=1)[C:6]([O:8][CH2:9][CH3:10])=[O:7], predict the reactants needed to synthesize it. The reactants are: [Br:1]Br.[O:3]=[C:4]([C:11]1[CH:16]=[CH:15][CH:14]=[CH:13][N:12]=1)[CH2:5][C:6]([O:8][CH2:9][CH3:10])=[O:7]. (2) Given the product [CH3:10][C:2]1([CH3:1])[CH2:3][C:4]2[NH:27][C:25](=[O:26])[CH2:24][C:5]=2[C:6](=[O:8])[CH2:7]1, predict the reactants needed to synthesize it. The reactants are: [CH3:1][C:2]1([CH3:10])[CH2:7][C:6](=[O:8])[CH2:5][C:4](=O)[CH2:3]1.C(OC(=O)CBr)C.[H-].[Na+].NC1C=C[C:24]([C:25]([NH2:27])=[O:26])=CC=1. (3) Given the product [CH3:27][C:28]1[N:29]=[C:30]([NH:43][C:12]([C:11]2[CH:10]=[N:9][N:8]3[C:3]([C:2]([F:26])([F:25])[F:1])=[CH:4][C:5]([C:15]4[CH:20]=[CH:19][C:18]([C:21]([F:24])([F:22])[F:23])=[CH:17][CH:16]=4)=[N:6][C:7]=23)=[O:13])[S:31][C:32]=1[S:33]([N:36]1[CH2:41][CH2:40][N:39]([CH3:42])[CH2:38][CH2:37]1)(=[O:35])=[O:34], predict the reactants needed to synthesize it. The reactants are: [F:1][C:2]([F:26])([F:25])[C:3]1[N:8]2[N:9]=[CH:10][C:11]([C:12](O)=[O:13])=[C:7]2[N:6]=[C:5]([C:15]2[CH:20]=[CH:19][C:18]([C:21]([F:24])([F:23])[F:22])=[CH:17][CH:16]=2)[CH:4]=1.[CH3:27][C:28]1[N:29]=[C:30]([NH2:43])[S:31][C:32]=1[S:33]([N:36]1[CH2:41][CH2:40][N:39]([CH3:42])[CH2:38][CH2:37]1)(=[O:35])=[O:34]. (4) Given the product [CH:1]([O:4][C:5]([N:7]1[CH:12]([CH2:13][CH3:14])[CH2:11][CH:10]([N:15]([CH2:23][C:24]2[CH:29]=[C:28]([C:30]([F:33])([F:31])[F:32])[CH:27]=[C:26]([Cl:34])[CH:25]=2)[C:16]2[N:21]=[CH:20][C:19]([O:22][CH2:45][CH2:44][S:43][CH3:42])=[CH:18][N:17]=2)[CH2:9][CH:8]1[CH2:35][C:36]1[CH:37]=[CH:38][CH:39]=[CH:40][CH:41]=1)=[O:6])([CH3:2])[CH3:3], predict the reactants needed to synthesize it. The reactants are: [CH:1]([O:4][C:5]([N:7]1[CH:12]([CH2:13][CH3:14])[CH2:11][CH:10]([N:15]([CH2:23][C:24]2[CH:29]=[C:28]([C:30]([F:33])([F:32])[F:31])[CH:27]=[C:26]([Cl:34])[CH:25]=2)[C:16]2[N:21]=[CH:20][C:19]([OH:22])=[CH:18][N:17]=2)[CH2:9][CH:8]1[CH2:35][C:36]1[CH:41]=[CH:40][CH:39]=[CH:38][CH:37]=1)=[O:6])([CH3:3])[CH3:2].[CH3:42][S:43][CH2:44][CH2:45]O.C1(P(C2C=CC=CC=2)C2C=CC=CC=2)C=CC=CC=1.CCOC(/N=N/C(OCC)=O)=O. (5) The reactants are: CC1(C)C(C)(C)OB([C:9]2[CH:10]=[C:11]3[C:16](=[CH:17][CH:18]=2)[N:15]=[CH:14][CH:13]=[CH:12]3)O1.Br[C:21](=[CH2:25])[CH2:22][CH2:23][OH:24].C1(P(C2CCCCC2)C2C=CC=CC=2C2C(OC)=CC=CC=2OC)CCCCC1. Given the product [N:15]1[C:16]2[C:11](=[CH:10][C:9]([C:21](=[CH2:25])[CH2:22][CH2:23][OH:24])=[CH:18][CH:17]=2)[CH:12]=[CH:13][CH:14]=1, predict the reactants needed to synthesize it. (6) Given the product [C:14]1([C:2]2[CH2:3][NH:4][CH2:5][CH:6]=2)[CH:19]=[CH:18][CH:17]=[CH:16][CH:15]=1, predict the reactants needed to synthesize it. The reactants are: O[C:2]1([C:14]2[CH:19]=[CH:18][CH:17]=[CH:16][CH:15]=2)[CH2:6][CH2:5][N:4](C(OC(C)(C)C)=O)[CH2:3]1.FC(F)(F)C(O)=O. (7) Given the product [Br:1][C:2]1[CH:8]=[CH:7][C:5]([NH:6][C:10](=[O:12])[CH3:11])=[C:4]([F:9])[CH:3]=1, predict the reactants needed to synthesize it. The reactants are: [Br:1][C:2]1[CH:8]=[CH:7][C:5]([NH2:6])=[C:4]([F:9])[CH:3]=1.[C:10](OC(=O)C)(=[O:12])[CH3:11]. (8) Given the product [CH2:21]([NH:17][C:10](=[O:12])[C@@H:9]([NH:8][C:6](=[O:7])[O:5][C:1]([CH3:2])([CH3:3])[CH3:4])[CH2:13][CH3:14])[CH:20]=[CH2:25], predict the reactants needed to synthesize it. The reactants are: [C:1]([O:5][C:6]([NH:8][C@@H:9]([CH2:13][CH3:14])[C:10]([OH:12])=O)=[O:7])([CH3:4])([CH3:3])[CH3:2].O.O[N:17]1[C:21]2C=CC=[CH:25][C:20]=2N=N1.Cl.CN(C)CCCN=C=NCC.C(N(CC)CC)C.C(N)C=C.